This data is from Reaction yield outcomes from USPTO patents with 853,638 reactions. The task is: Predict the reaction yield, written as a fraction of the theoretical maximum amount of product (1.0 means a 100% yield; for example, 0.34 means a 34% yield). The reactants are [OH:1][C:2]1[CH:3]=[C:4]([CH:9]=[C:10]([OH:12])[CH:11]=1)[C:5]([O:7][CH3:8])=[O:6].C(=O)([O-])[O-].[K+].[K+].[CH2:19](Br)[C:20]1[CH:25]=[CH:24][CH:23]=[CH:22][CH:21]=1. The catalyst is CN(C=O)C. The product is [OH:1][C:2]1[CH:3]=[C:4]([CH:9]=[C:10]([O:12][CH2:19][C:20]2[CH:25]=[CH:24][CH:23]=[CH:22][CH:21]=2)[CH:11]=1)[C:5]([O:7][CH3:8])=[O:6]. The yield is 0.210.